This data is from Full USPTO retrosynthesis dataset with 1.9M reactions from patents (1976-2016). The task is: Predict the reactants needed to synthesize the given product. (1) Given the product [O:23]1[CH2:22][CH2:21][N:20]([C:19]2[C:14]3[N:15]([C:11]([C:8]4[CH:7]=[CH:6][C:5]([C:4](=[O:38])[CH3:40])=[CH:10][CH:9]=4)=[C:12]([C:26]#[C:27][C:28]4[CH:37]=[CH:36][C:35]5[C:30](=[CH:31][CH:32]=[CH:33][CH:34]=5)[N:29]=4)[N:13]=3)[N:16]=[CH:17][CH:18]=2)[CH2:25][CH2:24]1, predict the reactants needed to synthesize it. The reactants are: CON(C)[C:4](=[O:38])[C:5]1[CH:10]=[CH:9][C:8]([C:11]2[N:15]3[N:16]=[CH:17][CH:18]=[C:19]([N:20]4[CH2:25][CH2:24][O:23][CH2:22][CH2:21]4)[C:14]3=[N:13][C:12]=2[C:26]#[C:27][C:28]2[CH:37]=[CH:36][C:35]3[C:30](=[CH:31][CH:32]=[CH:33][CH:34]=3)[N:29]=2)=[CH:7][CH:6]=1.[CH3:40][Mg]Br. (2) Given the product [F:15][C:4]1[CH:3]=[C:2]([CH2:23][C:22]([O:21][C:17]([CH3:20])([CH3:19])[CH3:18])=[O:25])[CH:7]=[CH:6][C:5]=1[C:8]1[CH:13]=[CH:12][N:11]=[C:10]([F:14])[CH:9]=1, predict the reactants needed to synthesize it. The reactants are: Br[C:2]1[CH:7]=[CH:6][C:5]([C:8]2[CH:13]=[CH:12][N:11]=[C:10]([F:14])[CH:9]=2)=[C:4]([F:15])[CH:3]=1.[Cl-].[C:17]([O:21][C:22](=[O:25])[CH2:23][Zn+])([CH3:20])([CH3:19])[CH3:18].CCOCC. (3) The reactants are: [CH:1]1([Mg]Cl)[CH2:6][CH2:5][CH2:4][CH2:3][CH2:2]1.CCOCC.[O:14]=[C:15]1[CH:28]=[C:27]([CH:29]=[O:30])[C:26]2[C:17](=[C:18]3[CH2:33][CH2:32][CH2:31][N:20]4[CH2:21][CH2:22][CH2:23][C:24]([CH:25]=2)=[C:19]34)[O:16]1.OC(C1C2C(=C3CCCN4CCCC(C=2)=C34)OC(=O)C=1)C(C)C. Given the product [CH:1]1([CH:29]([OH:30])[C:27]2[C:26]3[C:17](=[C:18]4[CH2:33][CH2:32][CH2:31][N:20]5[CH2:21][CH2:22][CH2:23][C:24]([CH:25]=3)=[C:19]45)[O:16][C:15](=[O:14])[CH:28]=2)[CH2:6][CH2:5][CH2:4][CH2:3][CH2:2]1, predict the reactants needed to synthesize it. (4) Given the product [CH2:15]([O:19][C:20](=[O:24])[C@H:21]([CH3:23])[NH:22][C:11](=[O:13])[CH2:10][C:6]1[CH:7]=[CH:8][CH:9]=[C:4]([N+:1]([O-:3])=[O:2])[CH:5]=1)[CH:16]([CH3:18])[CH3:17], predict the reactants needed to synthesize it. The reactants are: [N+:1]([C:4]1[CH:5]=[C:6]([CH2:10][C:11]([OH:13])=O)[CH:7]=[CH:8][CH:9]=1)([O-:3])=[O:2].Cl.[CH2:15]([O:19][C:20](=[O:24])[C@H:21]([CH3:23])[NH2:22])[CH:16]([CH3:18])[CH3:17]. (5) The reactants are: [NH2:1][C:2]1[CH:7]=[CH:6][C:5]([Br:8])=[CH:4][N:3]=1.O.N1C2C(=CC=C3C=2N=CC=C3)C=CC=1.[C:24](#[N:31])[C:25]1[CH:30]=[CH:29][CH:28]=[CH:27][CH:26]=1. Given the product [Br:8][C:5]1[CH:6]=[CH:7][C:2]2[N:3]([N:31]=[C:24]([C:25]3[CH:30]=[CH:29][CH:28]=[CH:27][CH:26]=3)[N:1]=2)[CH:4]=1, predict the reactants needed to synthesize it.